This data is from Reaction yield outcomes from USPTO patents with 853,638 reactions. The task is: Predict the reaction yield, written as a fraction of the theoretical maximum amount of product (1.0 means a 100% yield; for example, 0.34 means a 34% yield). (1) The reactants are [OH:1][CH2:2][C:3]([CH2:8][OH:9])([CH2:6][OH:7])[CH2:4][OH:5].[SH:10][CH:11]([CH3:15])[C:12]([OH:14])=O.S(=O)(=O)(O)O. The catalyst is O.C1(C)C=CC=CC=1. The product is [SH:10][CH:11]([CH3:15])[C:12]([O:1][CH2:2][C:3]([CH2:8][O:9][C:12](=[O:14])[CH:11]([SH:10])[CH3:15])([CH2:6][O:7][C:12](=[O:14])[CH:11]([SH:10])[CH3:15])[CH2:4][O:5][C:12](=[O:14])[CH:11]([SH:10])[CH3:15])=[O:14]. The yield is 0.884. (2) The reactants are [CH3:1][N:2]1[C:6]2=[CH:7][CH:8]=[C:9]3[C:14]([N:13]=[C:12](SCC)[NH:11][C:10]3=[O:18])=[C:5]2[CH:4]=[CH:3]1.Cl.CC[OH:22]. No catalyst specified. The product is [CH3:1][N:2]1[C:6]2=[CH:7][CH:8]=[C:9]3[C:14]([NH:13][C:12](=[O:22])[NH:11][C:10]3=[O:18])=[C:5]2[CH:4]=[CH:3]1. The yield is 0.860. (3) The product is [S:1]1[C:5]2[CH:6]=[CH:7][CH:8]=[CH:9][C:4]=2[N:3]=[C:2]1[C:10]1[CH:11]=[CH:12][C:13]([Cl:17])=[C:14]([NH:16][C:20]2[S:21]/[C:22](=[CH:26]\[C:27]3[CH:28]=[C:29]4[C:34](=[CH:35][CH:36]=3)[N:33]=[CH:32][CH:31]=[CH:30]4)/[C:23](=[O:25])[N:24]=2)[CH:15]=1. The catalyst is CN(C)C=O. The reactants are [S:1]1[C:5]2[CH:6]=[CH:7][CH:8]=[CH:9][C:4]=2[N:3]=[C:2]1[C:10]1[CH:11]=[CH:12][C:13]([Cl:17])=[C:14]([NH2:16])[CH:15]=1.CS[C:20]1[S:21]/[C:22](=[CH:26]\[C:27]2[CH:28]=[C:29]3[C:34](=[CH:35][CH:36]=2)[N:33]=[CH:32][CH:31]=[CH:30]3)/[C:23](=[O:25])[N:24]=1.C(O)C. The yield is 0.125. (4) The reactants are [C:1]([O:7][CH2:8][CH3:9])(=[O:6])[CH2:2][C:3]([CH3:5])=O.[F:10][C:11]1[CH:18]=[CH:17][CH:16]=[CH:15][C:12]=1[CH:13]=O.[NH4+:19].[OH-:20]. The catalyst is CCO. The product is [F:10][C:11]1[CH:18]=[CH:17][CH:16]=[CH:15][C:12]=1[CH:13]1[C:2]([C:1]([O:7][CH2:8][CH3:9])=[O:6])=[C:3]([CH3:5])[NH:19][C:3]([CH3:5])=[C:2]1[C:1]([O:7][CH2:8][CH3:9])=[O:20]. The yield is 0.610. (5) The reactants are C([Sn](CCCC)(CCCC)[C:6]1[CH:11]=[CH:10][CH:9]=[CH:8][N:7]=1)CCC.Cl[C:21]1[N:22]=[C:23]2[C:29]([C:30]3[CH:35]=[CH:34][CH:33]=[CH:32][CH:31]=3)=[C:28]([C:36]3[CH:41]=[CH:40][C:39]([C:42]4([NH:46][C:47](=[O:53])[O:48][C:49]([CH3:52])([CH3:51])[CH3:50])[CH2:45][CH2:44][CH2:43]4)=[CH:38][CH:37]=3)[O:27][C:24]2=[N:25][CH:26]=1.[F-].[Cs+]. The catalyst is COCCOC.C1C=CC([P]([Pd]([P](C2C=CC=CC=2)(C2C=CC=CC=2)C2C=CC=CC=2)([P](C2C=CC=CC=2)(C2C=CC=CC=2)C2C=CC=CC=2)[P](C2C=CC=CC=2)(C2C=CC=CC=2)C2C=CC=CC=2)(C2C=CC=CC=2)C2C=CC=CC=2)=CC=1.[Cu]I. The product is [C:30]1([C:29]2[C:23]3[C:24](=[N:25][CH:26]=[C:21]([C:6]4[CH:11]=[CH:10][CH:9]=[CH:8][N:7]=4)[N:22]=3)[O:27][C:28]=2[C:36]2[CH:41]=[CH:40][C:39]([C:42]3([NH:46][C:47](=[O:53])[O:48][C:49]([CH3:51])([CH3:50])[CH3:52])[CH2:43][CH2:44][CH2:45]3)=[CH:38][CH:37]=2)[CH:31]=[CH:32][CH:33]=[CH:34][CH:35]=1. The yield is 0.160. (6) The reactants are [I:1][C:2]1[CH:3]=[C:4]2[C:9](=[CH:10][CH:11]=1)[C:8](=[O:12])[NH:7][C:6](=[O:13])/[C:5]/2=[CH:14]\[NH:15][C:16]1[CH:17]=[N:18][C:19]([N:22]2[CH2:27][CH2:26][NH:25][CH2:24][CH2:23]2)=[CH:20][CH:21]=1.C(O[BH-](OC(=O)C)OC(=O)C)(=O)C.[Na+].[CH:42]1([CH:45]=O)[CH2:44][CH2:43]1.C(O)(=O)C.C(=O)(O)[O-].[Na+]. The yield is 0.690. The product is [CH:42]1([CH2:45][N:25]2[CH2:24][CH2:23][N:22]([C:19]3[N:18]=[CH:17][C:16]([NH:15]/[CH:14]=[C:5]4\[C:6](=[O:13])[NH:7][C:8](=[O:12])[C:9]5[C:4]\4=[CH:3][C:2]([I:1])=[CH:11][CH:10]=5)=[CH:21][CH:20]=3)[CH2:27][CH2:26]2)[CH2:44][CH2:43]1. The catalyst is CN1CCCC1=O.C(Cl)Cl. (7) The reactants are [OH:1][C@H:2]1[CH2:7][CH2:6][CH2:5][C@@H:4]([NH:8][C:9]2[C:14]([C:15]([NH2:17])=[O:16])=[CH:13][N:12]=[C:11](S(C)(=O)=O)[N:10]=2)[CH2:3]1.Cl.[CH3:23][O:24][C:25]12[CH2:32][CH2:31][C:28]([NH2:33])([CH2:29][CH2:30]1)[CH2:27][CH2:26]2.CCN(C(C)C)C(C)C. The catalyst is CN1C(=O)CCC1. The product is [OH:1][C@H:2]1[CH2:7][CH2:6][CH2:5][C@@H:4]([NH:8][C:9]2[C:14]([C:15]([NH2:17])=[O:16])=[CH:13][N:12]=[C:11]([NH:33][C:28]34[CH2:31][CH2:32][C:25]([O:24][CH3:23])([CH2:26][CH2:27]3)[CH2:30][CH2:29]4)[N:10]=2)[CH2:3]1. The yield is 0.155.